From a dataset of Forward reaction prediction with 1.9M reactions from USPTO patents (1976-2016). Predict the product of the given reaction. Given the reactants CS(O[CH2:6][CH2:7][CH2:8][CH2:9][N:10]1[C:18](=[O:19])[C:17]2[N:16](CC=C)[C:15]([Cl:23])=[N:14][C:13]=2[N:12]([CH2:24][CH2:25][CH2:26][CH3:27])[C:11]1=[O:28])(=O)=O.C([O-])([O-])=O.[Cs+].[Cs+].[CH3:35][CH:36]1[N:40]([C:41]2[CH:46]=[CH:45][CH:44]=[CH:43][CH:42]=2)[C:39](=[O:47])[NH:38][C:37]1=[O:48].N1CCOCC1, predict the reaction product. The product is: [CH2:24]([N:12]1[C:13]2[N:14]=[C:15]([Cl:23])[NH:16][C:17]=2[C:18](=[O:19])[N:10]([CH2:9][CH2:8][CH2:7][CH2:6][N:38]2[C:37](=[O:48])[CH:36]([CH3:35])[N:40]([C:41]3[CH:46]=[CH:45][CH:44]=[CH:43][CH:42]=3)[C:39]2=[O:47])[C:11]1=[O:28])[CH2:25][CH2:26][CH3:27].